From a dataset of Forward reaction prediction with 1.9M reactions from USPTO patents (1976-2016). Predict the product of the given reaction. (1) Given the reactants Br[C:2]1[CH:7]=[C:6]([NH:8][C:9]2[CH:14]=[CH:13][CH:12]=[CH:11][CH:10]=2)[C:5](Br)=[CH:4][C:3]=1[NH:16][C:17]1[CH:22]=[CH:21][CH:20]=[CH:19][CH:18]=1.CC1(C)C(C)(C)OB([C:31]2[S:32][C:33]([CH2:36][CH2:37][CH3:38])=[CH:34][CH:35]=2)O1.C(=O)([O-])[O-].[Cs+].[Cs+].[OH-].[Na+], predict the reaction product. The product is: [CH2:36]([C:33]1[S:32][C:31]([C:2]2[CH:7]=[C:6]([NH:8][C:9]3[CH:14]=[CH:13][CH:12]=[CH:11][CH:10]=3)[C:5]([C:31]3[S:32][C:33]([CH2:36][CH2:37][CH3:38])=[CH:34][CH:35]=3)=[CH:4][C:3]=2[NH:16][C:17]2[CH:22]=[CH:21][CH:20]=[CH:19][CH:18]=2)=[CH:35][CH:34]=1)[CH2:37][CH3:38]. (2) The product is: [CH2:18]([CH:14]1[CH2:15][CH2:16][O:17][C:4]2[C:5]3[C:10]([C:1](=[O:12])[C:2](=[O:11])[C:3]=2[S:13]1)=[CH:9][CH:8]=[CH:7][CH:6]=3)[CH2:19][CH3:20]. Given the reactants [C:1]1(=[O:12])[C:10]2[C:5](=[CH:6][CH:7]=[CH:8][CH:9]=2)[CH:4]=[CH:3][C:2]1=[O:11].[SH:13][CH:14]([CH2:18][CH2:19][CH3:20])[CH2:15][CH2:16][OH:17].C(N(C(C)C)CC)(C)C, predict the reaction product. (3) Given the reactants C([O:4][C@@H:5]1[C@@H:10]([O:11]C(=O)C)[C@H:9]([O:15]C(=O)C)[C@@H:8]([CH2:19][O:20]C(=O)C)[O:7][C@H:6]1[O:24][C:25]1[C:30]2[C:31]([CH2:34][CH2:35][C:36]3[CH:41]=[CH:40][C:39]([O:42][CH2:43][CH2:44]O)=[CH:38][CH:37]=3)=[CH:32][O:33][C:29]=2[CH:28]=[CH:27][CH:26]=1)(=O)C.[NH2:46][CH:47]([CH2:50][OH:51])[CH2:48][OH:49].NCCO, predict the reaction product. The product is: [C@@H:6]1([O:24][C:25]2[C:30]3[C:31]([CH2:34][CH2:35][C:36]4[CH:37]=[CH:38][C:39]([O:42][CH2:43][CH2:44][NH:46][CH:47]([CH2:50][OH:51])[CH2:48][OH:49])=[CH:40][CH:41]=4)=[CH:32][O:33][C:29]=3[CH:28]=[CH:27][CH:26]=2)[O:7][C@H:8]([CH2:19][OH:20])[C@@H:9]([OH:15])[C@H:10]([OH:11])[C@H:5]1[OH:4]. (4) Given the reactants [Cl:1][C:2]1[CH:3]=[C:4]([CH:8]=[CH:9][C:10]=1[O:11][CH3:12])[C:5]([OH:7])=O.C(Cl)(=O)C(Cl)=O.[NH2:19][C:20]1[CH:30]=[CH:29][C:28]([O:31][C:32]2[CH:37]=[CH:36][CH:35]=[CH:34][CH:33]=2)=[CH:27][C:21]=1[C:22]([O:24][CH2:25][CH3:26])=[O:23].C(N(CC)CC)C, predict the reaction product. The product is: [Cl:1][C:2]1[CH:3]=[C:4]([CH:8]=[CH:9][C:10]=1[O:11][CH3:12])[C:5]([NH:19][C:20]1[CH:30]=[CH:29][C:28]([O:31][C:32]2[CH:37]=[CH:36][CH:35]=[CH:34][CH:33]=2)=[CH:27][C:21]=1[C:22]([O:24][CH2:25][CH3:26])=[O:23])=[O:7]. (5) Given the reactants [C:1]([O:5][C:6](=[O:33])[CH2:7][C@@H:8]([CH2:24][CH:25]1[CH2:32][CH2:31][C:28]2([CH2:30][CH2:29]2)[CH2:27][CH2:26]1)[C:9]([N:11]1[C@@H:15]([CH2:16][C:17]2[CH:22]=[CH:21][CH:20]=[CH:19][CH:18]=2)[CH2:14][O:13][C:12]1=[O:23])=[O:10])([CH3:4])([CH3:3])[CH3:2].CCN(CC)CC.[Si](OS(C(F)(F)F)(=O)=O)(C)(C)C.O, predict the reaction product. The product is: [C:1]([O:5][C:6](=[O:33])[CH2:7][C@@H:8]([CH2:24][CH:25]1[CH2:26][CH2:27][C:28]2([CH2:29][CH2:30]2)[CH2:31][CH2:32]1)[C:9]([N:11]1[C@@H:15]([CH2:16][C:17]2[CH:22]=[CH:21][CH:20]=[CH:19][CH:18]=2)[CH2:14][O:13][C:12]1=[O:23])=[O:10])([CH3:4])([CH3:2])[CH3:3].[CH2:16]([C@H:15]1[CH2:14][O:13][C:12](=[O:23])[N:11]1[C:9](=[O:10])[C@H:8]([CH2:24][CH:25]1[CH2:32][CH2:31][C:28]2([CH2:29][CH2:30]2)[CH2:27][CH2:26]1)[CH2:7][C:6]([OH:33])=[O:5])[C:17]1[CH:18]=[CH:19][CH:20]=[CH:21][CH:22]=1. (6) Given the reactants Br[C:2]1[CH:3]=[CH:4][C:5]2[N:6]([C:8]([C:11]([N:13]3[CH2:18][CH2:17][CH:16]([C:19]4[CH:24]=[CH:23][CH:22]=[C:21]([F:25])[C:20]=4[C:26]([F:29])([F:28])[F:27])[CH2:15][CH2:14]3)=[O:12])=[N:9][N:10]=2)[CH:7]=1.[CH3:30][N:31](C=O)C, predict the reaction product. The product is: [F:25][C:21]1[C:20]([C:26]([F:29])([F:28])[F:27])=[C:19]([CH:16]2[CH2:17][CH2:18][N:13]([C:11]([C:8]3[N:6]4[CH:7]=[C:2]([C:30]#[N:31])[CH:3]=[CH:4][C:5]4=[N:10][N:9]=3)=[O:12])[CH2:14][CH2:15]2)[CH:24]=[CH:23][CH:22]=1. (7) Given the reactants [Cl:1][C:2]1[CH:7]=[CH:6][C:5]([NH:8][C:9]2[N:17]=[C:16]([NH:18][NH2:19])[N:15]=[C:14]3[C:10]=2[N:11]=[CH:12][N:13]3[CH3:20])=[CH:4][CH:3]=1.[CH3:21][CH2:22][O:23][C:24]([C:26]([CH2:28][C:29]([CH3:31])=O)=O)=[O:25], predict the reaction product. The product is: [CH2:22]([O:23][C:24]([C:26]1[CH:28]=[C:29]([CH3:31])[N:18]([C:16]2[N:15]=[C:14]3[C:10]([N:11]=[CH:12][N:13]3[CH3:20])=[C:9]([NH:8][C:5]3[CH:6]=[CH:7][C:2]([Cl:1])=[CH:3][CH:4]=3)[N:17]=2)[N:19]=1)=[O:25])[CH3:21]. (8) Given the reactants [C:1]([O:5][C:6](=[O:15])[NH:7][C@H:8]([CH2:13]Cl)[CH2:9][CH2:10]SC)([CH3:4])([CH3:3])C.[CH3:16][N:17]([CH3:20])C=O.[C:21](=O)([O-])[O-].[K+].[K+].[CH:27]1[C:32](O)=CC=C(C)[CH:28]=1.[C:35](OCC)(=O)[CH3:36], predict the reaction product. The product is: [CH:16]1[C:36]2[C:13](=[C:8]([NH:7][C:6](=[O:15])[O:5][C:1]3[CH:3]=[CH:32][CH:27]=[CH:28][CH:4]=3)[CH:9]=[CH:10][CH:35]=2)[CH:21]=[CH:20][N:17]=1. (9) Given the reactants [Cl:1]CCl.[F:4][C:5]1[CH:6]=[C:7]([CH:19]=[CH:20][C:21]=1[F:22])[CH2:8][N:9]1[CH:14]=[CH:13][CH:12]=[C:11]([C:15](O)=[O:16])[C:10]1=[O:18].C(Cl)(C(Cl)=O)=O, predict the reaction product. The product is: [F:4][C:5]1[CH:6]=[C:7]([CH:19]=[CH:20][C:21]=1[F:22])[CH2:8][N:9]1[CH:14]=[CH:13][CH:12]=[C:11]([C:15]([Cl:1])=[O:16])[C:10]1=[O:18]. (10) Given the reactants Cl[C:2]1[CH:11]=[C:10]([O:12][CH3:13])[C:5]([C:6]([O:8]C)=[O:7])=[CH:4][N:3]=1.CCCC[Sn](CCCC)CCCC.CCCC[Sn](CCCC)CCCC.[Cl:40][C:41]1[CH:48]=[C:47]([N:49]2[C@@H:53]([CH:54]3[CH2:58][CH2:57][CH2:56][CH2:55]3)[CH2:52][C:51](Cl)=[N:50]2)[CH:46]=[CH:45][C:42]=1[C:43]#[N:44].[Cl-].[Li+], predict the reaction product. The product is: [Cl:40][C:41]1[CH:48]=[C:47]([N:49]2[C@@H:53]([CH:54]3[CH2:55][CH2:56][CH2:57][CH2:58]3)[CH2:52][C:51]([C:2]3[CH:11]=[C:10]([O:12][CH3:13])[C:5]([C:6]([OH:8])=[O:7])=[CH:4][N:3]=3)=[N:50]2)[CH:46]=[CH:45][C:42]=1[C:43]#[N:44].